Dataset: Catalyst prediction with 721,799 reactions and 888 catalyst types from USPTO. Task: Predict which catalyst facilitates the given reaction. Reactant: [NH2:1][C:2]1[CH:6]=[C:5]([C:7]2[CH:12]=[CH:11][N:10]=[CH:9][CH:8]=2)[S:4][C:3]=1[C:13]([NH2:15])=[O:14].[F:16][C:17]([F:22])([F:21])[C:18]([CH3:20])=O.CC1C=CC(S(O)(=O)=O)=CC=1.[O-]S([O-])(=O)=O.[Mg+2].C([O-])(O)=O.[Na+]. Product: [CH3:20][C:18]1([C:17]([F:22])([F:21])[F:16])[NH:1][C:2]2[CH:6]=[C:5]([C:7]3[CH:8]=[CH:9][N:10]=[CH:11][CH:12]=3)[S:4][C:3]=2[C:13](=[O:14])[NH:15]1. The catalyst class is: 3.